Task: Regression. Given a peptide amino acid sequence and an MHC pseudo amino acid sequence, predict their binding affinity value. This is MHC class I binding data.. Dataset: Peptide-MHC class I binding affinity with 185,985 pairs from IEDB/IMGT (1) The peptide sequence is GMSLNFPIAK. The MHC is Mamu-B8301 with pseudo-sequence Mamu-B8301. The binding affinity (normalized) is 1.00. (2) The peptide sequence is SFYNFLQR. The MHC is H-2-Db with pseudo-sequence H-2-Db. The binding affinity (normalized) is 0. (3) The peptide sequence is GVLDKDLFT. The MHC is HLA-A02:06 with pseudo-sequence HLA-A02:06. The binding affinity (normalized) is 0.248. (4) The peptide sequence is LEFNSSLAI. The MHC is HLA-B27:03 with pseudo-sequence HLA-B27:03. The binding affinity (normalized) is 0.0847. (5) The peptide sequence is AYQPTRWFI. The MHC is HLA-C04:01 with pseudo-sequence HLA-C04:01. The binding affinity (normalized) is 0.0847. (6) The peptide sequence is LLMRNHLRDLM. The MHC is H-2-Db with pseudo-sequence H-2-Db. The binding affinity (normalized) is 0.0730.